From a dataset of Full USPTO retrosynthesis dataset with 1.9M reactions from patents (1976-2016). Predict the reactants needed to synthesize the given product. Given the product [C:33]([C:27]1[CH:26]=[C:25]([B:10]2[O:11][C:12]([CH3:17])([CH3:18])[C:13]([CH3:15])([CH3:16])[O:14]2)[CH:30]=[C:29]([O:31][CH3:32])[CH:28]=1)([CH3:36])([CH3:34])[CH3:35], predict the reactants needed to synthesize it. The reactants are: [B:10]1([B:10]2[O:14][C:13]([CH3:16])([CH3:15])[C:12]([CH3:18])([CH3:17])[O:11]2)[O:14][C:13]([CH3:16])([CH3:15])[C:12]([CH3:18])([CH3:17])[O:11]1.CC([O-])=O.[K+].Br[C:25]1[CH:30]=[C:29]([O:31][CH3:32])[CH:28]=[C:27]([C:33]([CH3:36])([CH3:35])[CH3:34])[CH:26]=1.